This data is from Reaction yield outcomes from USPTO patents with 853,638 reactions. The task is: Predict the reaction yield, written as a fraction of the theoretical maximum amount of product (1.0 means a 100% yield; for example, 0.34 means a 34% yield). (1) The reactants are [N:1]1[C:9]([N:10]2[CH2:15][CH2:14][CH:13]([CH:16]=O)[CH2:12][CH2:11]2)=[C:8]2[C:4]([NH:5][CH:6]=[N:7]2)=[N:3][CH:2]=1.[C:18]([CH:20](C)[C:21]([NH2:23])=[O:22])#[N:19].[CH:25]1C=CC(P(C2C=CC=CC=2)C2C=CC=CC=2)=CC=1. The catalyst is C1COCC1.CCOC(C)=O. The product is [N:1]1[C:9]([N:10]2[CH2:11][CH2:12][CH:13]([CH:16]=[C:20]([C:18]#[N:19])[C:21]([NH:23][CH3:25])=[O:22])[CH2:14][CH2:15]2)=[C:8]2[C:4]([NH:5][CH:6]=[N:7]2)=[N:3][CH:2]=1. The yield is 0.230. (2) The reactants are Cl[C:2]1[CH:7]=[CH:6][N:5]=[C:4]2[NH:8][C:9]([CH3:11])=[CH:10][C:3]=12.C([O-])(=[O:14])C.[Na+]. The catalyst is C(O)(=O)C. The product is [CH3:11][C:9]1[NH:8][C:4]2[N:5]=[CH:6][CH:7]=[C:2]([OH:14])[C:3]=2[CH:10]=1. The yield is 0.470. (3) The reactants are [Br:1][C:2]1[CH:7]=[CH:6][CH:5]=[CH:4][C:3]=1[CH2:8][C:9]([OH:11])=[O:10].S(=O)(=O)(O)O.[CH3:17]O. No catalyst specified. The product is [Br:1][C:2]1[CH:7]=[CH:6][CH:5]=[CH:4][C:3]=1[CH2:8][C:9]([O:11][CH3:17])=[O:10]. The yield is 0.970. (4) The reactants are [C:1]([C:5]1[O:6][C:7]2[C:8](=[C:10]([C:14]([OH:16])=O)[CH:11]=[CH:12][CH:13]=2)[N:9]=1)([CH3:4])([CH3:3])[CH3:2].Cl.Cl.[NH2:19][C@H:20]1[CH:25]2[CH2:26][CH2:27][N:22]([CH2:23][CH2:24]2)[CH2:21]1.Cl.C(N=C=NCCCN(C)C)C.ON1C2C=CC=CC=2N=N1.C(N(CC)CC)C. The catalyst is CN(C=O)C.ClCCl. The product is [N:22]12[CH2:27][CH2:26][CH:25]([CH2:24][CH2:23]1)[C@H:20]([NH:19][C:14]([C:10]1[CH:11]=[CH:12][CH:13]=[C:7]3[O:6][C:5]([C:1]([CH3:2])([CH3:3])[CH3:4])=[N:9][C:8]=13)=[O:16])[CH2:21]2. The yield is 0.650. (5) The reactants are [CH3:1][S:2]([C:5]1[CH:6]=[C:7]2[C:12](=[CH:13][CH:14]=1)[N:11]=[C:10]([C:15]1[CH:20]=[CH:19][CH:18]=[C:17]([C:21]([F:24])([F:23])[F:22])[CH:16]=1)[C:9]([CH2:25][N:26]1[CH2:31][CH2:30][C:29](=[O:32])[CH2:28][CH2:27]1)=[C:8]2[C:33](O)=[O:34])(=[O:4])=[O:3].[F:36][C:37]([F:47])([F:46])[C@H:38]([NH2:45])[C:39]1[CH:44]=[CH:43][CH:42]=[CH:41][CH:40]=1.C(N(CC)C(C)C)(C)C.C(P1(=O)OP(=O)(CCC)OP(=O)(CCC)O1)CC. The catalyst is C(OCC)(=O)C.ClCCl.C([O-])([O-])=O.[Na+].[Na+]. The product is [CH3:1][S:2]([C:5]1[CH:6]=[C:7]2[C:12](=[CH:13][CH:14]=1)[N:11]=[C:10]([C:15]1[CH:20]=[CH:19][CH:18]=[C:17]([C:21]([F:24])([F:22])[F:23])[CH:16]=1)[C:9]([CH2:25][N:26]1[CH2:27][CH2:28][C:29](=[O:32])[CH2:30][CH2:31]1)=[C:8]2[C:33]([NH:45][C@H:38]([C:39]1[CH:44]=[CH:43][CH:42]=[CH:41][CH:40]=1)[C:37]([F:46])([F:47])[F:36])=[O:34])(=[O:3])=[O:4]. The yield is 0.310.